This data is from Catalyst prediction with 721,799 reactions and 888 catalyst types from USPTO. The task is: Predict which catalyst facilitates the given reaction. The catalyst class is: 2. Product: [CH3:1][O:2][C:3]1[CH:4]=[C:5]2[C:10](=[CH:11][C:12]=1[O:13][CH3:14])[N:9]=[CH:8][CH:7]=[C:6]2[O:15][C:25]1[C:30]([CH3:29])=[CH:38][C:37]([NH:34][C:35](=[O:42])[O:56][CH:54]([C:53]2[CH:57]=[CH:58][CH:59]=[CH:60][C:52]=2[F:51])[CH3:55])=[C:27]([CH3:28])[CH:26]=1. Reactant: [CH3:1][O:2][C:3]1[CH:4]=[C:5]2[C:10](=[CH:11][C:12]=1[O:13][CH3:14])[N:9]=[CH:8][CH:7]=[C:6]2[O:15]NC1C=C(C)C=CC=1C.[C:25]1(C)[CH:30]=[CH:29][CH:28]=[CH:27][CH:26]=1.C([N:34]([CH2:37][CH3:38])[CH2:35]C)C.ClC(Cl)([O:42]C(=O)OC(Cl)(Cl)Cl)Cl.[F:51][C:52]1[CH:60]=[CH:59][CH:58]=[CH:57][C:53]=1[CH:54]([OH:56])[CH3:55].